Dataset: Full USPTO retrosynthesis dataset with 1.9M reactions from patents (1976-2016). Task: Predict the reactants needed to synthesize the given product. (1) The reactants are: C([C@@:8]([NH2:22])([CH2:19][O:20][CH3:21])[C:9]([NH:11][CH2:12][C:13]1[CH:18]=[CH:17][CH:16]=[CH:15][CH:14]=1)=[O:10])(OC(C)(C)C)=O.Cl.[OH-].[Na+].[C:26](OC(=O)C)(=[O:28])[CH3:27]. Given the product [CH3:27][C:26]([NH:22][C@@H:8]([C:9]([NH:11][CH2:12][C:13]1[CH:14]=[CH:15][CH:16]=[CH:17][CH:18]=1)=[O:10])[CH2:19][O:20][CH3:21])=[O:28], predict the reactants needed to synthesize it. (2) Given the product [CH2:1]([O:8][N:9]1[C:15](=[O:16])[N:14]2[CH2:17][C@H:10]1[CH2:11][CH2:12][C@H:13]2[C:18]1[O:19][C:22]([CH2:23][CH:24]2[CH2:25][CH:26]([NH:28][C:29](=[O:35])[O:30][C:31]([CH3:34])([CH3:33])[CH3:32])[CH2:27]2)=[N:21][N:20]=1)[C:2]1[CH:7]=[CH:6][CH:5]=[CH:4][CH:3]=1, predict the reactants needed to synthesize it. The reactants are: [CH2:1]([O:8][N:9]1[C:15](=[O:16])[N:14]2[CH2:17][C@H:10]1[CH2:11][CH2:12][C@H:13]2[C:18]([NH:20][NH:21][C:22](=O)[CH2:23][CH:24]1[CH2:27][CH:26]([NH:28][C:29](=[O:35])[O:30][C:31]([CH3:34])([CH3:33])[CH3:32])[CH2:25]1)=[O:19])[C:2]1[CH:7]=[CH:6][CH:5]=[CH:4][CH:3]=1.N1C=CC=CC=1.O(S(C(F)(F)F)(=O)=O)S(C(F)(F)F)(=O)=O.C([O-])(O)=O.[Na+]. (3) Given the product [OH:14][CH2:9][CH2:10][CH2:11][C:12]#[C:13][C:4]1[CH:3]=[C:2]([C:13]#[C:12][CH2:11][CH2:10][CH2:9][OH:14])[CH:7]=[CH:6][CH:5]=1, predict the reactants needed to synthesize it. The reactants are: Br[C:2]1[CH:7]=[CH:6][CH:5]=[C:4](Br)[CH:3]=1.[CH2:9]([OH:14])[CH2:10][CH2:11][C:12]#[CH:13].